Dataset: Reaction yield outcomes from USPTO patents with 853,638 reactions. Task: Predict the reaction yield, written as a fraction of the theoretical maximum amount of product (1.0 means a 100% yield; for example, 0.34 means a 34% yield). (1) The reactants are [CH2:1]([O:5][CH2:6][C:7]1[CH:12]=[CH:11][C:10]([CH2:13][CH2:14][N+:15]([O-:17])=O)=[CH:9][CH:8]=1)[CH2:2][CH2:3][CH3:4].C[O-].[Na+].C(Cl)[Cl:22]. The catalyst is CO.[Ti](Cl)(Cl)(Cl)Cl. The product is [CH2:1]([O:5][CH2:6][C:7]1[CH:12]=[CH:11][C:10]([CH2:13][C:14]([Cl:22])=[N:15][OH:17])=[CH:9][CH:8]=1)[CH2:2][CH2:3][CH3:4]. The yield is 0.990. (2) The reactants are Br[C:2]1[CH:3]=[C:4]([SH:8])[CH:5]=[CH:6][CH:7]=1.Br[CH2:10][CH2:11][O:12][Si:13](O[Si:13]([CH3:15])([CH3:14])[O:12][CH2:11][CH2:10]Br)([CH3:15])[CH3:14].[C:24](=O)([O-])[O-].[K+].[K+].[Li]C[CH2:32][CH2:33][CH3:34].[N:35]([C:44]([O:46][C:47]([CH3:50])([CH3:49])[CH3:48])=[O:45])=[N:36][C:37]([O:39][C:40]([CH3:43])([CH3:42])[CH3:41])=[O:38]. The catalyst is CC(C)=O. The product is [Si:13]([O:12][CH2:11][CH2:10][S:8][C:4]1[CH:3]=[C:2]([N:35]([C:44]([O:46][C:47]([CH3:50])([CH3:49])[CH3:48])=[O:45])[NH:36][C:37]([O:39][C:40]([CH3:41])([CH3:42])[CH3:43])=[O:38])[CH:7]=[CH:6][CH:5]=1)([C:33]([CH3:32])([CH3:34])[CH3:24])([CH3:15])[CH3:14]. The yield is 0.640.